This data is from NCI-60 drug combinations with 297,098 pairs across 59 cell lines. The task is: Regression. Given two drug SMILES strings and cell line genomic features, predict the synergy score measuring deviation from expected non-interaction effect. (1) Drug 1: CC1=C2C(C(=O)C3(C(CC4C(C3C(C(C2(C)C)(CC1OC(=O)C(C(C5=CC=CC=C5)NC(=O)OC(C)(C)C)O)O)OC(=O)C6=CC=CC=C6)(CO4)OC(=O)C)OC)C)OC. Drug 2: CS(=O)(=O)CCNCC1=CC=C(O1)C2=CC3=C(C=C2)N=CN=C3NC4=CC(=C(C=C4)OCC5=CC(=CC=C5)F)Cl. Cell line: LOX IMVI. Synergy scores: CSS=47.0, Synergy_ZIP=9.58, Synergy_Bliss=7.33, Synergy_Loewe=-21.1, Synergy_HSA=8.29. (2) Drug 1: C1=C(C(=O)NC(=O)N1)N(CCCl)CCCl. Drug 2: CS(=O)(=O)OCCCCOS(=O)(=O)C. Cell line: UO-31. Synergy scores: CSS=17.4, Synergy_ZIP=-6.49, Synergy_Bliss=1.30, Synergy_Loewe=-4.12, Synergy_HSA=2.83. (3) Drug 1: CC1C(C(CC(O1)OC2CC(CC3=C2C(=C4C(=C3O)C(=O)C5=C(C4=O)C(=CC=C5)OC)O)(C(=O)C)O)N)O.Cl. Drug 2: CC1=C(C(=CC=C1)Cl)NC(=O)C2=CN=C(S2)NC3=CC(=NC(=N3)C)N4CCN(CC4)CCO. Cell line: LOX IMVI. Synergy scores: CSS=49.6, Synergy_ZIP=-5.55, Synergy_Bliss=-1.09, Synergy_Loewe=-7.53, Synergy_HSA=2.93. (4) Drug 1: C1CCC(C(C1)N)N.C(=O)(C(=O)[O-])[O-].[Pt+4]. Drug 2: CC1C(C(CC(O1)OC2CC(CC3=C2C(=C4C(=C3O)C(=O)C5=CC=CC=C5C4=O)O)(C(=O)C)O)N)O. Cell line: NCI-H460. Synergy scores: CSS=52.1, Synergy_ZIP=-7.53, Synergy_Bliss=-7.66, Synergy_Loewe=-6.18, Synergy_HSA=-5.12.